From a dataset of Reaction yield outcomes from USPTO patents with 853,638 reactions. Predict the reaction yield, written as a fraction of the theoretical maximum amount of product (1.0 means a 100% yield; for example, 0.34 means a 34% yield). (1) The reactants are [CH3:1][O:2][C:3]1[CH:17]=[C:16]([O:18][CH3:19])[CH:15]=[CH:14][C:4]=1[CH2:5][N:6]1[CH2:11][CH2:10][C:9](=O)[CH2:8][C:7]1=[O:13].[CH:20]([NH2:33])([C:27]1[CH:32]=[CH:31][CH:30]=[CH:29][CH:28]=1)[C:21]1[CH:26]=[CH:25][CH:24]=[CH:23][CH:22]=1.S([O-])([O-])(=O)=O.[Na+].[Na+].C(O)(=O)C.C(O[BH-](OC(=O)C)OC(=O)C)(=O)C.[Na+].C([BH3-])#N.[Na+]. The catalyst is C(Cl)Cl.CO. The product is [CH:20]([NH:33][CH:9]1[CH2:10][CH2:11][N:6]([CH2:5][C:4]2[CH:14]=[CH:15][C:16]([O:18][CH3:19])=[CH:17][C:3]=2[O:2][CH3:1])[C:7](=[O:13])[CH2:8]1)([C:27]1[CH:28]=[CH:29][CH:30]=[CH:31][CH:32]=1)[C:21]1[CH:26]=[CH:25][CH:24]=[CH:23][CH:22]=1. The yield is 0.770. (2) The reactants are [NH:1]1[C:9]2[C:4](=[CH:5][C:6]([C:10]([OH:12])=O)=[CH:7][CH:8]=2)[CH:3]=[CH:2]1.[C:13]1([CH2:19][CH2:20][NH2:21])[CH:18]=[CH:17][CH:16]=[CH:15][CH:14]=1.CCN=C=NCCCN(C)C.Cl. The catalyst is CN(C)C1C=CN=CC=1.C(Cl)Cl. The product is [CH2:20]([NH:21][C:10]([C:6]1[CH:5]=[C:4]2[C:9](=[CH:8][CH:7]=1)[NH:1][CH:2]=[CH:3]2)=[O:12])[CH2:19][C:13]1[CH:18]=[CH:17][CH:16]=[CH:15][CH:14]=1. The yield is 0.560. (3) The reactants are Cl[CH:2]([CH:16]1[CH2:21][CH2:20][CH2:19][CH2:18][CH2:17]1)[C:3]1[CH:4]=[C:5]([CH:10]2[CH2:15][CH2:14][S:13][CH2:12][CH2:11]2)[S:6][C:7]=1[CH2:8][CH3:9].[NH2:22][C:23]1[CH:32]=[CH:31][C:26]([C:27]([O:29]C)=[O:28])=[CH:25][CH:24]=1.[I-].[Na+].C(=O)([O-])[O-].[Na+].[Na+].Cl.[OH-].[Na+]. The catalyst is C(O)C.O1CCCC1.CN(C)C(=O)C. The product is [CH:16]1([CH:2]([NH:22][C:23]2[CH:32]=[CH:31][C:26]([C:27]([OH:29])=[O:28])=[CH:25][CH:24]=2)[C:3]2[CH:4]=[C:5]([CH:10]3[CH2:15][CH2:14][S:13][CH2:12][CH2:11]3)[S:6][C:7]=2[CH2:8][CH3:9])[CH2:21][CH2:20][CH2:19][CH2:18][CH2:17]1. The yield is 0.840. (4) The reactants are COCCOC.Br[C:8]1[C:9]([C:14]([O:16][CH3:17])=[O:15])=[N:10][CH:11]=[CH:12][N:13]=1.[C:18]([O:22][C:23]([NH:25][CH2:26][C:27]1[CH:32]=[CH:31][CH:30]=[CH:29][C:28]=1B(O)O)=[O:24])([CH3:21])([CH3:20])[CH3:19].C(=O)([O-])[O-].[Na+].[Na+]. The catalyst is ClCCl.C1C=CC([P]([Pd]([P](C2C=CC=CC=2)(C2C=CC=CC=2)C2C=CC=CC=2)([P](C2C=CC=CC=2)(C2C=CC=CC=2)C2C=CC=CC=2)[P](C2C=CC=CC=2)(C2C=CC=CC=2)C2C=CC=CC=2)(C2C=CC=CC=2)C2C=CC=CC=2)=CC=1. The product is [C:18]([O:22][C:23]([NH:25][CH2:26][C:27]1[CH:32]=[CH:31][CH:30]=[CH:29][C:28]=1[C:8]1[C:9]([C:14]([O:16][CH3:17])=[O:15])=[N:10][CH:11]=[CH:12][N:13]=1)=[O:24])([CH3:21])([CH3:19])[CH3:20]. The yield is 0.190. (5) The reactants are [N+:1]([C:4]1[CH:5]=[N:6][NH:7][CH:8]=1)([O-:3])=[O:2].[H-].[Na+].[CH3:11]I. The catalyst is C1COCC1.CCOC(C)=O. The product is [CH3:11][N:6]1[CH:5]=[C:4]([N+:1]([O-:3])=[O:2])[CH:8]=[N:7]1. The yield is 0.800. (6) The reactants are [Cl:1][C:2]1[N:7]=[CH:6][N:5]=[C:4]([NH2:8])[CH:3]=1.[Cl:9][C:10]1[CH:15]=[CH:14][CH:13]=[CH:12][C:11]=1[N:16]=[C:17]=[O:18]. The catalyst is C1COCC1. The product is [Cl:9][C:10]1[CH:15]=[CH:14][CH:13]=[CH:12][C:11]=1[NH:16][C:17]([NH:8][C:4]1[CH:3]=[C:2]([Cl:1])[N:7]=[CH:6][N:5]=1)=[O:18]. The yield is 0.860. (7) The reactants are [C:1]([O:5][C:6]([N:8]1[C:17]2[C:12](=[CH:13][C:14]([O:18][CH2:19][CH2:20][CH2:21][CH2:22]Br)=[CH:15][CH:16]=2)[CH2:11][CH2:10][CH2:9]1)=[O:7])([CH3:4])([CH3:3])[CH3:2].[CH2:24]([NH:27][CH3:28])[CH:25]=[CH2:26]. The catalyst is CN(C=O)C. The product is [C:1]([O:5][C:6]([N:8]1[C:17]2[C:12](=[CH:13][C:14]([O:18][CH2:19][CH2:20][CH2:21][CH2:22][N:27]([CH2:24][CH:25]=[CH2:26])[CH3:28])=[CH:15][CH:16]=2)[CH2:11][CH2:10][CH2:9]1)=[O:7])([CH3:4])([CH3:3])[CH3:2]. The yield is 0.740. (8) The reactants are [CH3:1][C:2]1[CH:11]=[CH:10][C:5]([C:6](OC)=[O:7])=[CH:4][N:3]=1.[NH3:12]. The product is [CH3:1][C:2]1[CH:11]=[CH:10][C:5]([C:6]([NH2:12])=[O:7])=[CH:4][N:3]=1. No catalyst specified. The yield is 0.720. (9) The reactants are [CH3:1][Si:2]([C:5]#[CH:6])([CH3:4])[CH3:3].C([Mg]Br)C.[CH2:11]([O:18][C:19]1[CH:26]=[CH:25][C:22]([CH2:23]Cl)=[CH:21][CH:20]=1)[C:12]1[CH:17]=[CH:16][CH:15]=[CH:14][CH:13]=1.[Cl-].[NH4+]. The catalyst is O1CCCC1.[Cu]Br. The product is [CH2:11]([O:18][C:19]1[CH:20]=[CH:21][C:22]([CH2:23][C:6]#[C:5][Si:2]([CH3:4])([CH3:3])[CH3:1])=[CH:25][CH:26]=1)[C:12]1[CH:13]=[CH:14][CH:15]=[CH:16][CH:17]=1. The yield is 0.720.